The task is: Regression. Given two drug SMILES strings and cell line genomic features, predict the synergy score measuring deviation from expected non-interaction effect.. This data is from NCI-60 drug combinations with 297,098 pairs across 59 cell lines. (1) Drug 1: CNC(=O)C1=CC=CC=C1SC2=CC3=C(C=C2)C(=NN3)C=CC4=CC=CC=N4. Drug 2: COCCOC1=C(C=C2C(=C1)C(=NC=N2)NC3=CC=CC(=C3)C#C)OCCOC.Cl. Cell line: HCT116. Synergy scores: CSS=5.62, Synergy_ZIP=-3.45, Synergy_Bliss=-0.328, Synergy_Loewe=0.305, Synergy_HSA=-0.305. (2) Drug 1: C1CCN(CC1)CCOC2=CC=C(C=C2)C(=O)C3=C(SC4=C3C=CC(=C4)O)C5=CC=C(C=C5)O. Drug 2: CC1=C(N=C(N=C1N)C(CC(=O)N)NCC(C(=O)N)N)C(=O)NC(C(C2=CN=CN2)OC3C(C(C(C(O3)CO)O)O)OC4C(C(C(C(O4)CO)O)OC(=O)N)O)C(=O)NC(C)C(C(C)C(=O)NC(C(C)O)C(=O)NCCC5=NC(=CS5)C6=NC(=CS6)C(=O)NCCC[S+](C)C)O. Cell line: A549. Synergy scores: CSS=0.351, Synergy_ZIP=0.355, Synergy_Bliss=0.677, Synergy_Loewe=-3.00, Synergy_HSA=-1.90. (3) Drug 1: CCCCC(=O)OCC(=O)C1(CC(C2=C(C1)C(=C3C(=C2O)C(=O)C4=C(C3=O)C=CC=C4OC)O)OC5CC(C(C(O5)C)O)NC(=O)C(F)(F)F)O. Drug 2: C(CC(=O)O)C(=O)CN.Cl. Cell line: A549. Synergy scores: CSS=53.8, Synergy_ZIP=-1.26, Synergy_Bliss=-1.74, Synergy_Loewe=-20.8, Synergy_HSA=-1.29. (4) Drug 1: C1=CC(=CC=C1C#N)C(C2=CC=C(C=C2)C#N)N3C=NC=N3. Drug 2: C1CN1C2=NC(=NC(=N2)N3CC3)N4CC4. Cell line: RXF 393. Synergy scores: CSS=12.6, Synergy_ZIP=-2.81, Synergy_Bliss=-0.569, Synergy_Loewe=-4.71, Synergy_HSA=-1.54. (5) Drug 1: N.N.Cl[Pt+2]Cl. Drug 2: CC1C(C(CC(O1)OC2CC(CC3=C2C(=C4C(=C3O)C(=O)C5=CC=CC=C5C4=O)O)(C(=O)C)O)N)O. Cell line: DU-145. Synergy scores: CSS=39.6, Synergy_ZIP=2.81, Synergy_Bliss=3.56, Synergy_Loewe=-48.6, Synergy_HSA=1.40.